From a dataset of Reaction yield outcomes from USPTO patents with 853,638 reactions. Predict the reaction yield, written as a fraction of the theoretical maximum amount of product (1.0 means a 100% yield; for example, 0.34 means a 34% yield). (1) The product is [CH2:1]([O:8][C:9]1[CH:18]=[CH:17][C:16]2[C:11](=[CH:12][CH:13]=[C:14]([O:19][CH3:20])[CH:15]=2)[C:10]=1[O:37][C:34]1[CH:33]=[CH:32][C:31]([O:30][CH2:29][CH2:28][N:22]2[CH2:27][CH2:26][CH2:25][CH2:24][CH2:23]2)=[CH:36][CH:35]=1)[C:2]1[CH:7]=[CH:6][CH:5]=[CH:4][CH:3]=1. The yield is 0.300. The reactants are [CH2:1]([O:8][C:9]1[CH:18]=[CH:17][C:16]2[C:11](=[CH:12][CH:13]=[C:14]([O:19][CH3:20])[CH:15]=2)[C:10]=1Br)[C:2]1[CH:7]=[CH:6][CH:5]=[CH:4][CH:3]=1.[N:22]1([CH2:28][CH2:29][O:30][C:31]2[CH:36]=[CH:35][C:34]([OH:37])=[CH:33][CH:32]=2)[CH2:27][CH2:26][CH2:25][CH2:24][CH2:23]1.C(=O)([O-])[O-].[Cs+].[Cs+].C(OCC)(=O)C. The catalyst is C1(C)C=CC=CC=1. (2) The product is [CH2:1]([O:8][CH2:9][CH2:10][NH:11][C:12]1[N:19]=[C:18]([O:20][C:21]2[CH:26]=[CH:25][C:24]3[B:27]([OH:31])[O:37][CH2:36][C:23]=3[CH:22]=2)[CH:17]=[CH:16][C:13]=1[C:14]#[N:15])[C:2]1[CH:7]=[CH:6][CH:5]=[CH:4][CH:3]=1. The catalyst is CO. The yield is 0.456. The reactants are [CH2:1]([O:8][CH2:9][CH2:10][NH:11][C:12]1[N:19]=[C:18]([O:20][C:21]2[CH:26]=[CH:25][C:24]([B:27]3[O:31]C(C)(C)C(C)(C)O3)=[C:23]([CH:36]=[O:37])[CH:22]=2)[CH:17]=[CH:16][C:13]=1[C:14]#[N:15])[C:2]1[CH:7]=[CH:6][CH:5]=[CH:4][CH:3]=1.[BH4-].[Na+].Cl. (3) The reactants are C(OC([N:8]([CH2:18][CH:19]1[CH2:24][CH2:23][N:22]([CH2:25][C:26]2[CH:34]=[CH:33][C:29]([C:30]([OH:32])=[O:31])=[CH:28][C:27]=2[C:35]#[N:36])[CH2:21][CH2:20]1)[C@@H:9]1[CH2:11][C@H:10]1[C:12]1[CH:17]=[CH:16][CH:15]=[CH:14][CH:13]=1)=O)(C)(C)C.[ClH:37].C(OCC)C. The catalyst is C(Cl)Cl. The product is [ClH:37].[ClH:37].[C:35]([C:27]1[CH:28]=[C:29]([CH:33]=[CH:34][C:26]=1[CH2:25][N:22]1[CH2:23][CH2:24][CH:19]([CH2:18][NH:8][C@@H:9]2[CH2:11][C@H:10]2[C:12]2[CH:17]=[CH:16][CH:15]=[CH:14][CH:13]=2)[CH2:20][CH2:21]1)[C:30]([OH:32])=[O:31])#[N:36]. The yield is 0.659. (4) The reactants are Cl.[NH2:2][CH2:3][C:4]1[CH:9]=[CH:8][C:7]([NH:10][S:11]([CH3:14])(=[O:13])=[O:12])=[C:6]([Cl:15])[CH:5]=1.C(C1C=CC(OCC(O)=O)=CC=1)(C)(C)C.Cl.C(N=C=NCCCN(C)C)C.C(N(CC)CC)C. The catalyst is CN(C)C1C=CN=CC=1.CN(C)C=O.C(OC(=O)C)C.C1(C)C=CC=CC=1.CO. The product is [Cl:15][C:6]1[CH:5]=[C:4]([C:3]#[N:2])[CH:9]=[CH:8][C:7]=1[NH:10][S:11]([CH3:14])(=[O:13])=[O:12]. The yield is 0.460. (5) The reactants are Br[C:2]1[C:7](=[O:8])[N:6]([CH2:9][C:10]2[CH:15]=[CH:14][C:13]([C:16]3[C:17]([C:22]#[N:23])=[CH:18][CH:19]=[CH:20][CH:21]=3)=[CH:12][CH:11]=2)[C:5]([CH2:24][CH2:25][CH3:26])=[N:4][C:3]=1[CH2:27][CH3:28].[CH3:29][C:30]1[CH:35]=[CH:34][N:33]=[C:32]([OH:36])[CH:31]=1.[OH-].[K+].CS(C)=O. The catalyst is C(OCC)(=O)C. The product is [CH2:27]([C:3]1[N:4]=[C:5]([CH2:24][CH2:25][CH3:26])[N:6]([CH2:9][C:10]2[CH:15]=[CH:14][C:13]([C:16]3[C:17]([C:22]#[N:23])=[CH:18][CH:19]=[CH:20][CH:21]=3)=[CH:12][CH:11]=2)[C:7](=[O:8])[C:2]=1[O:36][C:32]1[CH:31]=[C:30]([CH3:29])[CH:35]=[CH:34][N:33]=1)[CH3:28]. The yield is 0.250. (6) The reactants are [CH2:1]([O:8][C:9]1[CH:14]=[CH:13][C:12](Br)=[CH:11][CH:10]=1)[C:2]1[CH:7]=[CH:6][CH:5]=[CH:4][CH:3]=1.C([Li])CCC.CON(C)[C:24](=[O:37])[C:25]1[CH:30]=[C:29]([O:31][CH3:32])[CH:28]=[CH:27][C:26]=1[O:33][CH2:34][O:35][CH3:36]. The catalyst is O1CCCC1. The product is [CH2:1]([O:8][C:9]1[CH:14]=[CH:13][C:12]([C:24]([C:25]2[CH:30]=[C:29]([O:31][CH3:32])[CH:28]=[CH:27][C:26]=2[O:33][CH2:34][O:35][CH3:36])=[O:37])=[CH:11][CH:10]=1)[C:2]1[CH:7]=[CH:6][CH:5]=[CH:4][CH:3]=1. The yield is 0.570. (7) The reactants are [Br:1][C:2]1[CH:7]=[CH:6][C:5]([OH:8])=[CH:4][CH:3]=1.[CH3:9][S:10][CH2:11][CH2:12][CH2:13]O.C(P(CCCC)CCCC)CCC.N(C(N1CCCCC1)=O)=NC(N1CCCCC1)=O. The catalyst is O1CCCC1. The product is [Br:1][C:2]1[CH:7]=[CH:6][C:5]([O:8][CH2:13][CH2:12][CH2:11][S:10][CH3:9])=[CH:4][CH:3]=1. The yield is 0.830.